This data is from Forward reaction prediction with 1.9M reactions from USPTO patents (1976-2016). The task is: Predict the product of the given reaction. (1) Given the reactants [NH2:1][CH2:2][CH2:3][N:4]([CH2:14][C:15]([N:17]1[CH2:21][C:20](=[O:22])[N:19]([C:23]2[CH:28]=[CH:27][CH:26]=[C:25]([Cl:29])[C:24]=2[CH3:30])[CH2:18]1)=[O:16])[C:5](=[O:13])[C:6]1[CH:11]=[CH:10][CH:9]=[C:8]([Cl:12])[CH:7]=1.[C:31](Cl)(=[O:33])[CH3:32], predict the reaction product. The product is: [C:31]([NH:1][CH2:2][CH2:3][N:4]([CH2:14][C:15]([N:17]1[CH2:21][C:20](=[O:22])[N:19]([C:23]2[CH:28]=[CH:27][CH:26]=[C:25]([Cl:29])[C:24]=2[CH3:30])[CH2:18]1)=[O:16])[C:5](=[O:13])[C:6]1[CH:11]=[CH:10][CH:9]=[C:8]([Cl:12])[CH:7]=1)(=[O:33])[CH3:32]. (2) Given the reactants [NH2:1][C:2]1[CH:3]=[N:4][N:5]([C@H:7]([CH3:24])[C@:8]([C:16]2[CH:21]=[CH:20][C:19]([F:22])=[CH:18][C:17]=2[F:23])([OH:15])[CH2:9][N:10]2[CH:14]=[N:13][CH:12]=[N:11]2)[CH:6]=1.C(N(CC)CC)C.[CH2:32]([O:34][CH:35]([O:38][CH2:39][CH3:40])[CH2:36]Br)[CH3:33], predict the reaction product. The product is: [CH2:32]([O:34][CH:35]([O:38][CH2:39][CH3:40])[CH2:36][NH:1][C:2]1[CH:3]=[N:4][N:5]([C@H:7]([CH3:24])[C@:8]([C:16]2[CH:21]=[CH:20][C:19]([F:22])=[CH:18][C:17]=2[F:23])([OH:15])[CH2:9][N:10]2[CH:14]=[N:13][CH:12]=[N:11]2)[CH:6]=1)[CH3:33].